This data is from NCI-60 drug combinations with 297,098 pairs across 59 cell lines. The task is: Regression. Given two drug SMILES strings and cell line genomic features, predict the synergy score measuring deviation from expected non-interaction effect. Drug 1: CC1C(C(CC(O1)OC2CC(OC(C2O)C)OC3=CC4=CC5=C(C(=O)C(C(C5)C(C(=O)C(C(C)O)O)OC)OC6CC(C(C(O6)C)O)OC7CC(C(C(O7)C)O)OC8CC(C(C(O8)C)O)(C)O)C(=C4C(=C3C)O)O)O)O. Drug 2: CC1=C(C(=O)C2=C(C1=O)N3CC4C(C3(C2COC(=O)N)OC)N4)N. Cell line: MDA-MB-231. Synergy scores: CSS=55.6, Synergy_ZIP=-1.17, Synergy_Bliss=-0.252, Synergy_Loewe=0.0649, Synergy_HSA=0.246.